This data is from Full USPTO retrosynthesis dataset with 1.9M reactions from patents (1976-2016). The task is: Predict the reactants needed to synthesize the given product. (1) The reactants are: Br[C:2]1[C:3](=[O:26])[N:4]([CH2:18][CH2:19][C:20]2[CH:25]=[CH:24][CH:23]=[CH:22][CH:21]=2)[C:5]([C:9]2[CH:14]=[CH:13][CH:12]=[C:11]([O:15][CH3:16])[C:10]=2[F:17])=[N:6][C:7]=1[CH3:8].[C:27]1(B(O)O)[CH:32]=[CH:31][CH:30]=[CH:29][CH:28]=1.C(O)C.C(=O)([O-])[O-].[Na+].[Na+]. Given the product [F:17][C:10]1[C:11]([O:15][CH3:16])=[CH:12][CH:13]=[CH:14][C:9]=1[C:5]1[N:4]([CH2:18][CH2:19][C:20]2[CH:25]=[CH:24][CH:23]=[CH:22][CH:21]=2)[C:3](=[O:26])[C:2]([C:27]2[CH:32]=[CH:31][CH:30]=[CH:29][CH:28]=2)=[C:7]([CH3:8])[N:6]=1, predict the reactants needed to synthesize it. (2) Given the product [CH2:1]([O:8][C:9]1[C:10]([C:32]([O:34][C:35]([CH3:38])([CH3:37])[CH3:36])=[O:33])=[N:11][C:12]([CH2:19][N:20]2[CH:24]=[CH:23][C:22]([C:25]3[CH:26]=[CH:27][C:28]([F:31])=[CH:29][CH:30]=3)=[CH:21]2)=[N:13][C:14]=1[OH:15])[C:2]1[CH:7]=[CH:6][CH:5]=[CH:4][CH:3]=1, predict the reactants needed to synthesize it. The reactants are: [CH2:1]([O:8][C:9]1[C:10]([C:32]([O:34][C:35]([CH3:38])([CH3:37])[CH3:36])=[O:33])=[N:11][C:12]([CH2:19][N:20]2[CH:24]=[CH:23][C:22]([C:25]3[CH:30]=[CH:29][C:28]([F:31])=[CH:27][CH:26]=3)=[CH:21]2)=[N:13][C:14]=1[O:15]COC)[C:2]1[CH:7]=[CH:6][CH:5]=[CH:4][CH:3]=1.Cl.O1CCOCC1. (3) Given the product [Cl:16][C:17]1[C:18]([F:28])=[CH:19][C:20]([F:27])=[C:21]([S:23]([NH:1][C:2]2[CH:7]=[CH:6][N:5]=[CH:4][N:3]=2)(=[O:25])=[O:24])[CH:22]=1, predict the reactants needed to synthesize it. The reactants are: [NH2:1][C:2]1[CH:7]=[CH:6][N:5]=[CH:4][N:3]=1.N12CCN(CC1)CC2.[Cl:16][C:17]1[C:18]([F:28])=[CH:19][C:20]([F:27])=[C:21]([S:23](Cl)(=[O:25])=[O:24])[CH:22]=1. (4) Given the product [Br:1][C:2]1([C:5]([NH:9][CH2:10][C:11](=[O:15])[CH2:12][CH2:13][CH3:14])=[O:7])[CH2:4][CH2:3]1, predict the reactants needed to synthesize it. The reactants are: [Br:1][C:2]1([C:5]([OH:7])=O)[CH2:4][CH2:3]1.Cl.[NH2:9][CH2:10][C:11](=[O:15])[CH2:12][CH2:13][CH3:14].C1(N=C=NC2CCCCC2)CCCCC1.C(N(CC)CC)C.